From a dataset of Reaction yield outcomes from USPTO patents with 853,638 reactions. Predict the reaction yield, written as a fraction of the theoretical maximum amount of product (1.0 means a 100% yield; for example, 0.34 means a 34% yield). (1) The reactants are [CH3:1][C:2]([CH3:40])([CH3:39])[C:3](=O)[CH2:4][N:5]1[C:10](=[O:11])[C:9]([CH2:12][C:13]2[CH:18]=[CH:17][C:16]([C:19]3[CH:24]=[CH:23][CH:22]=[CH:21][C:20]=3[C:25]3[NH:29][C:28](=[O:30])[O:27][N:26]=3)=[CH:15][CH:14]=2)=[C:8]([CH2:31][CH2:32][CH3:33])[N:7]2[N:34]=[C:35]([CH3:37])[N:36]=[C:6]12.Cl.[NH2:42][O:43][CH2:44][CH3:45].N1C=CC=CC=1.Cl. The catalyst is O.C(OCC)(=O)C. The product is [CH2:44]([O:43]/[N:42]=[C:3](\[C:2]([CH3:39])([CH3:40])[CH3:1])/[CH2:4][N:5]1[C:10](=[O:11])[C:9]([CH2:12][C:13]2[CH:14]=[CH:15][C:16]([C:19]3[CH:24]=[CH:23][CH:22]=[CH:21][C:20]=3[C:25]3[NH:29][C:28](=[O:30])[O:27][N:26]=3)=[CH:17][CH:18]=2)=[C:8]([CH2:31][CH2:32][CH3:33])[N:7]2[N:34]=[C:35]([CH3:37])[N:36]=[C:6]12)[CH3:45]. The yield is 0.0700. (2) The reactants are [CH2:1]([C:5]1[N:6]([CH2:29][C:30]2[CH:35]=[CH:34][CH:33]=[CH:32][C:31]=2[Cl:36])[C:7]([CH2:10][C:11]([CH2:22][C:23]2[CH:28]=[CH:27][CH:26]=[CH:25][CH:24]=2)(C(OCC)=O)[C:12]([O:14]CC)=[O:13])=[CH:8][N:9]=1)[CH2:2][CH2:3][CH3:4].[OH-].[K+].O. The catalyst is C(O)C. The product is [CH2:1]([C:5]1[N:6]([CH2:29][C:30]2[CH:35]=[CH:34][CH:33]=[CH:32][C:31]=2[Cl:36])[C:7]([CH2:10][CH:11]([CH2:22][C:23]2[CH:28]=[CH:27][CH:26]=[CH:25][CH:24]=2)[C:12]([OH:14])=[O:13])=[CH:8][N:9]=1)[CH2:2][CH2:3][CH3:4]. The yield is 0.860. (3) No catalyst specified. The yield is 1.00. The product is [CH2:1]([O:3][C:4]([C:6]1[CH:7]=[N:8][C:9]2[C:14]([C:15]=1[NH:24][CH2:23][CH2:22][CH2:21][C:20]([F:26])([F:25])[F:19])=[CH:13][CH:12]=[CH:11][C:10]=2[O:17][CH3:18])=[O:5])[CH3:2]. The reactants are [CH2:1]([O:3][C:4]([C:6]1[CH:7]=[N:8][C:9]2[C:14]([C:15]=1Cl)=[CH:13][CH:12]=[CH:11][C:10]=2[O:17][CH3:18])=[O:5])[CH3:2].[F:19][C:20]([F:26])([F:25])[CH2:21][CH2:22][CH2:23][NH2:24]. (4) The catalyst is C(Cl)Cl. The reactants are [C:1]([O:5][C:6]([N:8]1[CH2:15][CH2:14][CH2:13][C@H:9]1[C:10]([OH:12])=[O:11])=[O:7])([CH3:4])([CH3:3])[CH3:2].CCN(C(C)C)C(C)C.Br[CH2:26][C:27]([C:29]1[CH:34]=[CH:33][N:32]=[CH:31][CH:30]=1)=[O:28]. The product is [N:8]1([C:6]([O:5][C:1]([CH3:4])([CH3:2])[CH3:3])=[O:7])[CH2:15][CH2:14][CH2:13][C@H:9]1[C:10]([O:12][CH2:26][C:27](=[O:28])[C:29]1[CH:34]=[CH:33][N:32]=[CH:31][CH:30]=1)=[O:11]. The yield is 0.320. (5) The reactants are [OH-].[Na+].[CH3:3][O:4][C:5]1[CH:10]=[CH:9][CH:8]=[CH:7][C:6]=1[C:11]1[O:15][N:14]=[C:13]([CH2:16][CH2:17][CH2:18][CH2:19][C:20]([O:22]C)=[O:21])[N:12]=1. The catalyst is CO. The product is [CH3:3][O:4][C:5]1[CH:10]=[CH:9][CH:8]=[CH:7][C:6]=1[C:11]1[O:15][N:14]=[C:13]([CH2:16][CH2:17][CH2:18][CH2:19][C:20]([OH:22])=[O:21])[N:12]=1. The yield is 0.720. (6) The reactants are [O:1]1[CH2:5][CH2:4][O:3][CH:2]1[C:6]1[CH:11]=[C:10]([O:12][CH3:13])[N:9]=[CH:8][C:7]=1[OH:14].Cl.[Br:16][C:17]1[C:22]([CH2:23]Cl)=[CH:21][CH:20]=[CH:19][N:18]=1.C([O-])([O-])=O.[K+].[K+]. The yield is 0.660. The product is [Br:16][C:17]1[C:22]([CH2:23][O:14][C:7]2[C:6]([CH:2]3[O:3][CH2:4][CH2:5][O:1]3)=[CH:11][C:10]([O:12][CH3:13])=[N:9][CH:8]=2)=[CH:21][CH:20]=[CH:19][N:18]=1. The catalyst is CN(C=O)C. (7) The reactants are [NH2:1][CH:2]1[CH2:7][CH2:6][N:5]([C:8]([O:10][CH2:11][C:12]2[CH:17]=[CH:16][CH:15]=[CH:14][CH:13]=2)=[O:9])[CH2:4][CH2:3]1.[N:18]1[C:23]2[O:24][CH2:25][CH2:26][O:27][C:22]=2[CH:21]=[C:20]([CH:28]=O)[N:19]=1.C(O[BH-](OC(=O)C)OC(=O)C)(=O)C.[Na+].C(=O)(O)[O-].[Na+]. The catalyst is C(Cl)Cl.CO. The product is [N:18]1[C:23]2[O:24][CH2:25][CH2:26][O:27][C:22]=2[CH:21]=[C:20]([CH2:28][NH:1][CH:2]2[CH2:3][CH2:4][N:5]([C:8]([O:10][CH2:11][C:12]3[CH:17]=[CH:16][CH:15]=[CH:14][CH:13]=3)=[O:9])[CH2:6][CH2:7]2)[N:19]=1. The yield is 0.620.